Dataset: NCI-60 drug combinations with 297,098 pairs across 59 cell lines. Task: Regression. Given two drug SMILES strings and cell line genomic features, predict the synergy score measuring deviation from expected non-interaction effect. (1) Drug 2: CC1C(C(=O)NC(C(=O)N2CCCC2C(=O)N(CC(=O)N(C(C(=O)O1)C(C)C)C)C)C(C)C)NC(=O)C3=C4C(=C(C=C3)C)OC5=C(C(=O)C(=C(C5=N4)C(=O)NC6C(OC(=O)C(N(C(=O)CN(C(=O)C7CCCN7C(=O)C(NC6=O)C(C)C)C)C)C(C)C)C)N)C. Drug 1: CC12CCC3C(C1CCC2=O)CC(=C)C4=CC(=O)C=CC34C. Synergy scores: CSS=33.2, Synergy_ZIP=7.01, Synergy_Bliss=12.2, Synergy_Loewe=12.0, Synergy_HSA=11.7. Cell line: OVCAR-5. (2) Drug 1: CNC(=O)C1=CC=CC=C1SC2=CC3=C(C=C2)C(=NN3)C=CC4=CC=CC=N4. Drug 2: CC1=C(C=C(C=C1)NC2=NC=CC(=N2)N(C)C3=CC4=NN(C(=C4C=C3)C)C)S(=O)(=O)N.Cl. Cell line: NCI-H322M. Synergy scores: CSS=0.347, Synergy_ZIP=7.15, Synergy_Bliss=3.14, Synergy_Loewe=-0.201, Synergy_HSA=0.549.